From a dataset of Forward reaction prediction with 1.9M reactions from USPTO patents (1976-2016). Predict the product of the given reaction. (1) Given the reactants C1(P(C2CCCCC2)C2C=CC=CC=2C2C(C(C)C)=CC(C(C)C)=CC=2C(C)C)CCCCC1.[O:35]1[CH2:40][CH2:39][N:38]([C:41]2[C:46]([NH2:47])=[CH:45][C:44]([N:48]3[CH2:53][CH2:52][O:51][CH2:50][CH2:49]3)=[CH:43][N:42]=2)[CH2:37][CH2:36]1.Cl[C:55]1[C:64]2[C:59](=[CH:60][C:61]([F:66])=[CH:62][C:63]=2[F:65])[N:58]=[C:57]([C:67]2[CH:68]=[N:69][C:70]([C:73]([F:76])([F:75])[F:74])=[CH:71][CH:72]=2)[C:56]=1[CH3:77].CC(C)([O-])C.[Na+], predict the reaction product. The product is: [O:35]1[CH2:40][CH2:39][N:38]([C:41]2[C:46]([NH:47][C:55]3[C:64]4[C:59](=[CH:60][C:61]([F:66])=[CH:62][C:63]=4[F:65])[N:58]=[C:57]([C:67]4[CH:68]=[N:69][C:70]([C:73]([F:74])([F:76])[F:75])=[CH:71][CH:72]=4)[C:56]=3[CH3:77])=[CH:45][C:44]([N:48]3[CH2:49][CH2:50][O:51][CH2:52][CH2:53]3)=[CH:43][N:42]=2)[CH2:37][CH2:36]1. (2) Given the reactants [C:1]([C:3]1[CH:8]=[CH:7][C:6]([OH:9])=[CH:5][CH:4]=1)#[N:2].C(=O)([O-])[O-].[K+].[K+].[F:16][C:17]1[C:18](F)=[C:19]([CH:22]=[CH:23][CH:24]=1)[CH:20]=[O:21].O, predict the reaction product. The product is: [C:1]([C:3]1[CH:8]=[CH:7][C:6]([O:9][C:22]2[CH:23]=[CH:24][C:17]([F:16])=[CH:18][C:19]=2[CH:20]=[O:21])=[CH:5][CH:4]=1)#[N:2].